This data is from hERG Central: cardiac toxicity at 1µM, 10µM, and general inhibition. The task is: Predict hERG channel inhibition at various concentrations. (1) The compound is CC1(C)Cc2ccccc2-c2nnc(SCC(=O)Nc3nc4ccccc4s3)n21. Results: hERG_inhib (hERG inhibition (general)): blocker. (2) The compound is CCC[N+]12CCC(CC1)C(=C(c1ccccc1)c1ccccc1)C2.[Br-]. Results: hERG_inhib (hERG inhibition (general)): blocker.